This data is from Forward reaction prediction with 1.9M reactions from USPTO patents (1976-2016). The task is: Predict the product of the given reaction. Given the reactants [CH3:1][O:2][C:3]1[CH:8]=[CH:7][C:6]([C:9]2[CH:17]=[CH:16][CH:15]=[C:14]3[C:10]=2[CH2:11][CH2:12][C:13]3=[O:18])=[C:5]([N+:19]([O-])=O)[CH:4]=1.C1(P(C2C=CC=CC=2)C2C=CC=CC=2)C=CC=CC=1.C(OCC)C, predict the reaction product. The product is: [CH3:1][O:2][C:3]1[CH:8]=[CH:7][C:6]2[C:9]3[C:10]4[CH2:11][CH2:12][C:13](=[O:18])[C:14]=4[CH:15]=[CH:16][C:17]=3[NH:19][C:5]=2[CH:4]=1.